From a dataset of Reaction yield outcomes from USPTO patents with 853,638 reactions. Predict the reaction yield, written as a fraction of the theoretical maximum amount of product (1.0 means a 100% yield; for example, 0.34 means a 34% yield). (1) The reactants are CC1C([C@H]2CCC[C@@H](C3C(C)=CC=CN=3)N2)=NC=CC=1.BrC[C:23]1[CH:30]=[CH:29][C:26]([C:27]#[N:28])=[C:25]([F:31])[CH:24]=1.CCN(C(C)C)C(C)C. The catalyst is CC#N. The product is [F:31][C:25]1[CH:24]=[CH:23][CH:30]=[CH:29][C:26]=1[C:27]#[N:28]. The yield is 1.00. (2) The reactants are Br[C:2]1[CH:3]=[C:4]([S:8]([NH:11][C:12]2[CH:17]=[CH:16][C:15]([O:18][C:19]3[CH:24]=[CH:23][CH:22]=[CH:21][CH:20]=3)=[CH:14][C:13]=2[S:25]([NH2:28])(=[O:27])=[O:26])(=[O:10])=[O:9])[CH:5]=[CH:6][CH:7]=1.[Cl:29][C:30]1[CH:31]=[C:32](B(O)O)[CH:33]=[CH:34][C:35]=1[Cl:36].C1(P(C2CCCCC2)C2CCCCC2)CCCCC1.P([O-])([O-])([O-])=O.[K+].[K+].[K+]. The catalyst is CN(C=O)C.Cl.CC([O-])=O.CC([O-])=O.[Pd+2]. The product is [Cl:29][C:30]1[CH:31]=[C:32]([C:2]2[CH:3]=[C:4]([S:8]([NH:11][C:12]3[CH:17]=[CH:16][C:15]([O:18][C:19]4[CH:24]=[CH:23][CH:22]=[CH:21][CH:20]=4)=[CH:14][C:13]=3[S:25]([NH2:28])(=[O:26])=[O:27])(=[O:10])=[O:9])[CH:5]=[CH:6][CH:7]=2)[CH:33]=[CH:34][C:35]=1[Cl:36]. The yield is 0.150.